Dataset: Full USPTO retrosynthesis dataset with 1.9M reactions from patents (1976-2016). Task: Predict the reactants needed to synthesize the given product. (1) Given the product [C:1]([O:5][C:6]([N:8]1[CH:13]([CH:14]([OH:26])[CH:15]([NH2:23])[CH2:16][C:17]2[CH:18]=[CH:19][CH:20]=[CH:21][CH:22]=2)[CH:12]2[CH:27]([CH2:28][O:29][CH3:30])[CH:9]1[CH2:10][CH2:11]2)=[O:7])([CH3:3])([CH3:2])[CH3:4], predict the reactants needed to synthesize it. The reactants are: [C:1]([O:5][C:6]([N:8]1[CH:13]([CH:14]([OH:26])[CH:15]([N+:23]([O-])=O)[CH2:16][C:17]2[CH:22]=[CH:21][CH:20]=[CH:19][CH:18]=2)[CH:12]2[CH:27]([CH2:28][O:29][CH3:30])[CH:9]1[CH2:10][CH2:11]2)=[O:7])([CH3:4])([CH3:3])[CH3:2].[BH4-].[Na+]. (2) Given the product [NH2:17][C:18]1[N:23]=[C:22]([C:24]([NH:14][CH:12]([C:9]2[CH:10]=[N:11][C:6]([O:5][CH2:4][C:3]([F:2])([F:15])[F:16])=[CH:7][CH:8]=2)[CH3:13])=[O:25])[CH:21]=[CH:20][N:19]=1, predict the reactants needed to synthesize it. The reactants are: Cl.[F:2][C:3]([F:16])([F:15])[CH2:4][O:5][C:6]1[N:11]=[CH:10][C:9]([CH:12]([NH2:14])[CH3:13])=[CH:8][CH:7]=1.[NH2:17][C:18]1[N:23]=[C:22]([C:24](O)=[O:25])[CH:21]=[CH:20][N:19]=1. (3) Given the product [C:1]([C:5]1[N:6]=[C:7]2[C:12]([CH:13]=[O:14])=[CH:11][CH:10]=[CH:9][N:8]2[CH:15]=1)([CH3:4])([CH3:2])[CH3:3], predict the reactants needed to synthesize it. The reactants are: [C:1]([C:5]1[N:6]=[C:7]2[C:12]([CH2:13][OH:14])=[CH:11][CH:10]=[CH:9][N:8]2[CH:15]=1)([CH3:4])([CH3:3])[CH3:2].[K+].[Br-]. (4) Given the product [F:11][C:12]1[CH:17]=[CH:16][C:15]([S:18]([C@@:21]2([C:36]3[CH:41]=[CH:40][C:39]([C:45]([OH:46])([C:47]4[CH:48]=[CH:49][CH:50]=[CH:51][CH:52]=4)[C:44]([F:43])([F:53])[F:54])=[CH:38][CH:37]=3)[CH2:25][CH2:24][N:23]([C:26]([O:28][CH2:29][C:30]3[CH:35]=[CH:34][CH:33]=[CH:32][CH:31]=3)=[O:27])[CH2:22]2)(=[O:20])=[O:19])=[CH:14][CH:13]=1, predict the reactants needed to synthesize it. The reactants are: CCOCC.C([Mg]Cl)(C)C.[F:11][C:12]1[CH:17]=[CH:16][C:15]([S:18]([C@@:21]2([C:36]3[CH:41]=[CH:40][C:39](I)=[CH:38][CH:37]=3)[CH2:25][CH2:24][N:23]([C:26]([O:28][CH2:29][C:30]3[CH:35]=[CH:34][CH:33]=[CH:32][CH:31]=3)=[O:27])[CH2:22]2)(=[O:20])=[O:19])=[CH:14][CH:13]=1.[F:43][C:44]([F:54])([F:53])[C:45]([C:47]1[CH:52]=[CH:51][CH:50]=[CH:49][CH:48]=1)=[O:46]. (5) Given the product [NH2:1][C:2]1[N:7]=[C:6]([N:8]2[C@H:13]([CH3:14])[CH2:12][CH2:11][C@H:10]([C:15]([NH:17][CH2:18][C:19]3[CH:24]=[CH:23][CH:22]=[CH:21][C:20]=3[F:25])=[O:16])[CH2:9]2)[CH:5]=[C:4]([C:26]2[CH:27]=[C:28]3[C:29]([C:32]([NH2:33])=[N:47][NH:48]3)=[CH:30][CH:31]=2)[N:3]=1, predict the reactants needed to synthesize it. The reactants are: [NH2:1][C:2]1[N:7]=[C:6]([N:8]2[C@H:13]([CH3:14])[CH2:12][CH2:11][C@H:10]([C:15]([NH:17][CH2:18][C:19]3[CH:24]=[CH:23][CH:22]=[CH:21][C:20]=3[F:25])=[O:16])[CH2:9]2)[CH:5]=[C:4]([C:26]2[CH:31]=[CH:30][C:29]([C:32]#[N:33])=[C:28](F)[CH:27]=2)[N:3]=1.CCO.CCN(C(C)C)C(C)C.[NH2:47][NH2:48]. (6) Given the product [F:21][C:20]1[C:19]([O:22][CH3:23])=[CH:18][C:17]([O:24][CH3:25])=[C:16]([F:26])[C:15]=1[N:10]1[CH2:11][C:12]2[CH:13]=[N:14][C:5]3[NH:4][CH:3]=[C:2]([CH2:83][C:84]#[N:85])[C:6]=3[C:7]=2[N:8]([CH3:28])[C:9]1=[O:27], predict the reactants needed to synthesize it. The reactants are: Br[C:2]1[C:6]2[C:7]3[N:8]([CH3:28])[C:9](=[O:27])[N:10]([C:15]4[C:20]([F:21])=[C:19]([O:22][CH3:23])[CH:18]=[C:17]([O:24][CH3:25])[C:16]=4[F:26])[CH2:11][C:12]=3[CH:13]=[N:14][C:5]=2[N:4](COCC[Si](C)(C)C)[CH:3]=1.CC1(C)C2C=CC=C(P(C3C=CC=CC=3)C3C=CC=CC=3)C=2OC2C1=CC=CC=2P(C1C=CC=CC=1)C1C=CC=CC=1.C[Si]([CH2:83][C:84]#[N:85])(C)C. (7) Given the product [CH3:1][O:2][C:3](=[O:35])[NH:4][CH:5]1[CH2:10][CH2:9][CH:8]([NH:11][C:12]2[N:13]=[CH:14][C:15]3[C:21]([NH2:22])=[CH:20][C:19](=[O:23])[N:18]([CH2:24][CH2:25][CH2:26][OH:27])[C:16]=3[N:17]=2)[CH2:7][CH2:6]1, predict the reactants needed to synthesize it. The reactants are: [CH3:1][O:2][C:3](=[O:35])[NH:4][CH:5]1[CH2:10][CH2:9][CH:8]([NH:11][C:12]2[N:13]=[CH:14][C:15]3[C:21]([NH2:22])=[CH:20][C:19](=[O:23])[N:18]([CH2:24][CH2:25][CH2:26][O:27][Si](C(C)(C)C)(C)C)[C:16]=3[N:17]=2)[CH2:7][CH2:6]1.